Dataset: NCI-60 drug combinations with 297,098 pairs across 59 cell lines. Task: Regression. Given two drug SMILES strings and cell line genomic features, predict the synergy score measuring deviation from expected non-interaction effect. Drug 1: C1CCC(C1)C(CC#N)N2C=C(C=N2)C3=C4C=CNC4=NC=N3. Drug 2: C1CC(=O)NC(=O)C1N2CC3=C(C2=O)C=CC=C3N. Cell line: NCI-H226. Synergy scores: CSS=2.46, Synergy_ZIP=-3.44, Synergy_Bliss=-3.14, Synergy_Loewe=-6.85, Synergy_HSA=-2.87.